This data is from Full USPTO retrosynthesis dataset with 1.9M reactions from patents (1976-2016). The task is: Predict the reactants needed to synthesize the given product. (1) Given the product [C:17]([N:21]1[C:6](=[O:7])[C:4]([Cl:5])=[C:2]([Cl:3])[CH:1]=[N:22]1)([CH3:20])([CH3:19])[CH3:18], predict the reactants needed to synthesize it. The reactants are: [C:1](O)(=O)/[C:2](=[C:4](\[CH:6]=[O:7])/[Cl:5])/[Cl:3].C([O-])([O-])=O.[Na+].[Na+].Cl.[C:17]([NH:21][NH2:22])([CH3:20])([CH3:19])[CH3:18]. (2) Given the product [CH3:24][C:23]1[N:22]([C:16]2[CH:21]=[CH:20][CH:19]=[CH:18][CH:17]=2)[C:7]2[CH:8]=[CH:9][C:4]([CH:3]=[O:14])=[CH:5][C:6]=2[N:11]=1, predict the reactants needed to synthesize it. The reactants are: CO[CH:3]([O:14]C)[C:4]1[CH:9]=[CH:8][C:7](I)=[C:6]([N+:11]([O-])=O)[CH:5]=1.[C:16]1([NH:22][C:23](=O)[CH3:24])[CH:21]=[CH:20][CH:19]=[CH:18][CH:17]=1.